Dataset: Full USPTO retrosynthesis dataset with 1.9M reactions from patents (1976-2016). Task: Predict the reactants needed to synthesize the given product. Given the product [OH:21][CH:20]([CH:19]([NH:23][C:24](=[O:30])[O:25][C:26]([CH3:28])([CH3:27])[CH3:29])[CH2:18][CH:17]([CH2:16][C:13]1[CH:12]=[CH:11][C:10]2[C:15](=[C:6]([O:5][CH2:4][CH2:3][O:2][CH3:1])[CH:7]=[CH:8][CH:9]=2)[CH:14]=1)[CH:31]([CH3:32])[CH3:33])[CH2:22][N:34]1[CH2:39][CH2:38][CH2:37][CH2:36][CH2:35]1, predict the reactants needed to synthesize it. The reactants are: [CH3:1][O:2][CH2:3][CH2:4][O:5][C:6]1[CH:7]=[CH:8][CH:9]=[C:10]2[C:15]=1[CH:14]=[C:13]([CH2:16][CH:17]([CH:31]([CH3:33])[CH3:32])[CH2:18][CH:19]([NH:23][C:24](=[O:30])[O:25][C:26]([CH3:29])([CH3:28])[CH3:27])[CH:20]1[CH2:22][O:21]1)[CH:12]=[CH:11]2.[NH:34]1[CH2:39][CH2:38][CH2:37][CH2:36][CH2:35]1.